This data is from Full USPTO retrosynthesis dataset with 1.9M reactions from patents (1976-2016). The task is: Predict the reactants needed to synthesize the given product. (1) Given the product [CH3:17][O:16][C:14]([C:11]1[CH:10]=[CH:9][C:8]([CH:7]2[CH2:6][CH2:5][N:4]([C:18]([O:20][C:21]([CH3:24])([CH3:23])[CH3:22])=[O:19])[CH2:3][CH:2]2[O:1][CH2:26][C:27]2[CH:36]=[CH:35][C:34]3[C:29](=[CH:30][CH:31]=[CH:32][CH:33]=3)[CH:28]=2)=[CH:13][CH:12]=1)=[O:15], predict the reactants needed to synthesize it. The reactants are: [OH:1][CH:2]1[CH:7]([C:8]2[CH:13]=[CH:12][C:11]([C:14]([O:16][CH3:17])=[O:15])=[CH:10][CH:9]=2)[CH2:6][CH2:5][N:4]([C:18]([O:20][C:21]([CH3:24])([CH3:23])[CH3:22])=[O:19])[CH2:3]1.Br[CH2:26][C:27]1[CH:36]=[CH:35][C:34]2[C:29](=[CH:30][CH:31]=[CH:32][CH:33]=2)[CH:28]=1. (2) The reactants are: [CH3:1][C:2]1[O:6][N:5]=[C:4]([C:7]2[CH:12]=[CH:11][CH:10]=[CH:9][CH:8]=2)[C:3]=1[CH2:13][NH2:14].[CH:15]([NH:18][C:19]([C:21]1[S:25][C:24](Cl)=[N:23][CH:22]=1)=[O:20])([CH3:17])[CH3:16]. Given the product [CH:15]([NH:18][C:19]([C:21]1[S:25][C:24]([NH:14][CH2:13][C:3]2[C:4]([C:7]3[CH:12]=[CH:11][CH:10]=[CH:9][CH:8]=3)=[N:5][O:6][C:2]=2[CH3:1])=[N:23][CH:22]=1)=[O:20])([CH3:17])[CH3:16], predict the reactants needed to synthesize it. (3) The reactants are: [CH2:1](Br)[C:2]1[CH:7]=[CH:6][CH:5]=[CH:4][CH:3]=1.[CH3:9][O:10][C:11]1[CH:16]=[CH:15][C:14]([N+:17]([O-:19])=[O:18])=[CH:13][C:12]=1[OH:20]. Given the product [CH2:1]([O:20][C:12]1[CH:13]=[C:14]([N+:17]([O-:19])=[O:18])[CH:15]=[CH:16][C:11]=1[O:10][CH3:9])[C:2]1[CH:7]=[CH:6][CH:5]=[CH:4][CH:3]=1, predict the reactants needed to synthesize it. (4) Given the product [Cl:1][C:2]1[CH:3]=[C:4]([CH:22]=[CH:23][C:24]=1[F:25])[CH2:5][N:6]1[CH2:15][CH2:14][C:13]2[C:8](=[C:9]([OH:20])[C:10](=[O:19])[NH:11][CH:12]=2)[C:7]1=[O:21], predict the reactants needed to synthesize it. The reactants are: [Cl:1][C:2]1[CH:3]=[C:4]([CH:22]=[CH:23][C:24]=1[F:25])[CH2:5][N:6]1[CH2:15][CH2:14][C:13]2[C:8](=[C:9]([OH:20])[C:10](=[O:19])[NH:11][C:12]=2C(O)=O)[C:7]1=[O:21].N1C2C(=CC=CC=2)C=CC=1.